The task is: Predict the reaction yield, written as a fraction of the theoretical maximum amount of product (1.0 means a 100% yield; for example, 0.34 means a 34% yield).. This data is from Reaction yield outcomes from USPTO patents with 853,638 reactions. The reactants are Cl[C:2]1[O:6][N:5]=[C:4]([C:7]2[CH:12]=[CH:11][CH:10]=[CH:9][CH:8]=2)[C:3]=1[C:13]1[O:17][C:16]([C:18]2[CH:23]=[CH:22][C:21]([N:24]3[CH2:29][CH2:28][O:27][CH2:26][CH2:25]3)=[CH:20][C:19]=2[O:30][CH3:31])=[N:15][N:14]=1.[NH:32]1[CH2:37][CH2:36][O:35][CH2:34][CH2:33]1.C(=O)([O-])[O-].[K+].[K+]. No catalyst specified. The product is [CH3:31][O:30][C:19]1[CH:20]=[C:21]([N:24]2[CH2:29][CH2:28][O:27][CH2:26][CH2:25]2)[CH:22]=[CH:23][C:18]=1[C:16]1[O:17][C:13]([C:3]2[C:4]([C:7]3[CH:12]=[CH:11][CH:10]=[CH:9][CH:8]=3)=[N:5][O:6][C:2]=2[N:32]2[CH2:37][CH2:36][O:35][CH2:34][CH2:33]2)=[N:14][N:15]=1. The yield is 0.900.